Dataset: Forward reaction prediction with 1.9M reactions from USPTO patents (1976-2016). Task: Predict the product of the given reaction. Given the reactants Cl.C(O[N:5]=[CH:6][C:7]1[CH:8]=[C:9]2[C:13](=[CH:14][CH:15]=1)[NH:12][N:11]=[C:10]2[C:16]1[CH:17]=[C:18]([NH:22][C:23](=[O:28])[CH2:24][CH:25]([CH3:27])[CH3:26])[CH:19]=[CH:20][CH:21]=1)C.[NH2:29][NH:30][C:31](=O)[CH2:32][N:33]([CH3:35])[CH3:34].C[O-].[Na+], predict the reaction product. The product is: [CH3:34][N:33]([CH2:32][C:31]1[NH:30][N:29]=[C:6]([C:7]2[CH:8]=[C:9]3[C:13](=[CH:14][CH:15]=2)[NH:12][N:11]=[C:10]3[C:16]2[CH:17]=[C:18]([NH:22][C:23](=[O:28])[CH2:24][CH:25]([CH3:26])[CH3:27])[CH:19]=[CH:20][CH:21]=2)[N:5]=1)[CH3:35].